Dataset: TCR-epitope binding with 47,182 pairs between 192 epitopes and 23,139 TCRs. Task: Binary Classification. Given a T-cell receptor sequence (or CDR3 region) and an epitope sequence, predict whether binding occurs between them. (1) Result: 1 (the TCR binds to the epitope). The TCR CDR3 sequence is CAIKGTSGTTDTQYF. The epitope is WICLLQFAY. (2) The epitope is FLPRVFSAV. The TCR CDR3 sequence is CASSGGQGAYEQYF. Result: 0 (the TCR does not bind to the epitope).